This data is from Catalyst prediction with 721,799 reactions and 888 catalyst types from USPTO. The task is: Predict which catalyst facilitates the given reaction. (1) Reactant: [CH3:1][C:2]1[C:7]([C:8]([F:11])([F:10])[F:9])=[CH:6][C:5]([N+:12]([O-])=O)=[CH:4][C:3]=1[N:15]1[C:19](=[O:20])[N:18]([CH3:21])[N:17]=[N:16]1. Product: [NH2:12][C:5]1[CH:6]=[C:7]([C:8]([F:11])([F:10])[F:9])[C:2]([CH3:1])=[C:3]([N:15]2[C:19](=[O:20])[N:18]([CH3:21])[N:17]=[N:16]2)[CH:4]=1. The catalyst class is: 19. (2) Reactant: [OH:1][C:2]1[CH:11]=[C:10]([OH:12])[CH:9]=[C:8]2[C:3]=1[C:4]([CH2:14][CH2:15][CH3:16])=[CH:5][C:6](=[O:13])[O:7]2.[N+](C1C=CC=CC=1)([O-])=O.[C:26](OC(=O)C)(=[O:28])[CH3:27].Cl. Product: [OH:1][C:2]1[CH:11]=[C:10]([OH:12])[C:9]([C:26](=[O:28])[CH3:27])=[C:8]2[C:3]=1[C:4]([CH2:14][CH2:15][CH3:16])=[CH:5][C:6](=[O:13])[O:7]2. The catalyst class is: 26.